Regression. Given a peptide amino acid sequence and an MHC pseudo amino acid sequence, predict their binding affinity value. This is MHC class II binding data. From a dataset of Peptide-MHC class II binding affinity with 134,281 pairs from IEDB. (1) The peptide sequence is WLGARYLEFEALGFLKK. The MHC is HLA-DQA10201-DQB10402 with pseudo-sequence HLA-DQA10201-DQB10402. The binding affinity (normalized) is 0.276. (2) The peptide sequence is AAKEDFLGCLVKEIP. The MHC is HLA-DQA10401-DQB10402 with pseudo-sequence HLA-DQA10401-DQB10402. The binding affinity (normalized) is 0.224. (3) The peptide sequence is LIRKKLMTSPKWVQM. The MHC is H-2-IAb with pseudo-sequence H-2-IAb. The binding affinity (normalized) is 0.267. (4) The peptide sequence is ALSLTFIRSTMPLVM. The MHC is DRB1_1302 with pseudo-sequence DRB1_1302. The binding affinity (normalized) is 0.830. (5) The peptide sequence is REYPTIKQKKPDFIL. The MHC is HLA-DQA10201-DQB10301 with pseudo-sequence HLA-DQA10201-DQB10301. The binding affinity (normalized) is 0.282.